From a dataset of Peptide-MHC class I binding affinity with 185,985 pairs from IEDB/IMGT. Regression. Given a peptide amino acid sequence and an MHC pseudo amino acid sequence, predict their binding affinity value. This is MHC class I binding data. (1) The peptide sequence is AFEFINSLLK. The MHC is HLA-A68:01 with pseudo-sequence HLA-A68:01. The binding affinity (normalized) is 0.382. (2) The peptide sequence is RRWRRLTVC. The MHC is HLA-A66:01 with pseudo-sequence HLA-A66:01. The binding affinity (normalized) is 0.213. (3) The peptide sequence is SPRTLRRAF. The MHC is HLA-B35:01 with pseudo-sequence HLA-B35:01. The binding affinity (normalized) is 0.0847.